The task is: Predict the reactants needed to synthesize the given product.. This data is from Full USPTO retrosynthesis dataset with 1.9M reactions from patents (1976-2016). Given the product [CH3:15][NH:14][C@@H:10]([CH2:11][CH:12]=[CH2:13])[CH2:9][OH:8].[ClH:23], predict the reactants needed to synthesize it. The reactants are: [Si]([O:8][CH2:9][C@@H:10]([N:14](C)[C:15](=O)OC(C)(C)C)[CH2:11][CH:12]=[CH2:13])(C(C)(C)C)(C)C.[ClH:23].